From a dataset of Forward reaction prediction with 1.9M reactions from USPTO patents (1976-2016). Predict the product of the given reaction. (1) The product is: [O:1]=[C:2]([C@H:23]([CH3:61])[C@@H:24]([O:52][C:53]([O:55][CH2:56][C:57]([Cl:58])([Cl:59])[Cl:60])=[O:54])[C@@H:25]([CH3:51])[CH2:26]/[CH:27]=[CH:28]/[C:29](/[CH3:50])=[CH:30]\[CH2:31][C@H:32]([OH:42])/[C:33](/[CH3:41])=[CH:34]/[C:35]1[N:36]=[C:37]([CH3:40])[S:38][CH:39]=1)[C:3]([CH3:21])([CH3:22])[C@@H:4]([O:13][Si:14]([CH2:19][CH3:20])([CH2:15][CH3:16])[CH2:17][CH3:18])[CH2:5][C:6]([OH:8])=[O:7]. Given the reactants [O:1]=[C:2]([C@H:23]([CH3:61])[C@@H:24]([O:52][C:53]([O:55][CH2:56][C:57]([Cl:60])([Cl:59])[Cl:58])=[O:54])[C@@H:25]([CH3:51])[CH2:26]/[CH:27]=[CH:28]/[C:29](/[CH3:50])=[CH:30]\[CH2:31][C@H:32]([O:42][Si](CC)(CC)CC)/[C:33](/[CH3:41])=[CH:34]/[C:35]1[N:36]=[C:37]([CH3:40])[S:38][CH:39]=1)[C:3]([CH3:22])([CH3:21])[C@@H:4]([O:13][Si:14]([CH2:19][CH3:20])([CH2:17][CH3:18])[CH2:15][CH3:16])[CH2:5][C:6]([O:8]C(C)(C)C)=[O:7].N1C(C)=CC=CC=1C.FC(F)(F)S(O[Si](CC)(CC)CC)(=O)=O.Cl.P([O-])([O-])([O-])=O, predict the reaction product. (2) Given the reactants [CH3:1][O:2][C:3]([CH:5]=[CH:6][C:7]1[CH:12]=[C:11]([CH:13]([CH3:15])[CH3:14])[C:10]([OH:16])=[C:9]([CH:17]([CH3:19])[CH3:18])[CH:8]=1)=[O:4], predict the reaction product. The product is: [CH3:1][O:2][C:3]([CH2:5][CH2:6][C:7]1[CH:12]=[C:11]([CH:13]([CH3:14])[CH3:15])[C:10]([OH:16])=[C:9]([CH:17]([CH3:19])[CH3:18])[CH:8]=1)=[O:4]. (3) Given the reactants Cl.[NH2:2][C:3]1[CH:8]=[CH:7][C:6]([CH2:9][CH2:10][O:11][C:12]2[CH:17]=[CH:16][C:15]([CH2:18][C@H:19]([O:23][CH2:24][CH3:25])[C:20]([OH:22])=[O:21])=[CH:14][CH:13]=2)=[CH:5][CH:4]=1.C(=O)([O-])O.[Na+].[F:31][C:32]([F:44])([F:43])[S:33][C:34]1[CH:39]=[CH:38][C:37]([N:40]=[C:41]=[O:42])=[CH:36][CH:35]=1.CO.ClCCl, predict the reaction product. The product is: [CH2:24]([O:23][C@@H:19]([CH2:18][C:15]1[CH:16]=[CH:17][C:12]([O:11][CH2:10][CH2:9][C:6]2[CH:5]=[CH:4][C:3]([NH:2][C:41]([NH:40][C:37]3[CH:38]=[CH:39][C:34]([S:33][C:32]([F:43])([F:31])[F:44])=[CH:35][CH:36]=3)=[O:42])=[CH:8][CH:7]=2)=[CH:13][CH:14]=1)[C:20]([OH:22])=[O:21])[CH3:25].